Dataset: Reaction yield outcomes from USPTO patents with 853,638 reactions. Task: Predict the reaction yield, written as a fraction of the theoretical maximum amount of product (1.0 means a 100% yield; for example, 0.34 means a 34% yield). The reactants are [F:1][C:2]1[CH:3]=[C:4]([C:29]2[C:30]([C:35]#[N:36])=[CH:31][CH:32]=[CH:33][CH:34]=2)[CH:5]=[CH:6][C:7]=1[CH2:8][C:9]1[C:10](=[O:28])[N:11]([C@H:21]2[CH2:26][CH2:25][C@H:24]([OH:27])[CH2:23][CH2:22]2)[C:12]2[N:13]([N:18]=[CH:19][CH:20]=2)[C:14]=1[CH2:15][CH2:16][CH3:17].[N+](=[CH:39][C:40]([O:42][CH2:43][CH3:44])=[O:41])=[N-].C(OCC)(=O)C.O. The catalyst is C(Cl)Cl.C([O-])(=O)C.[Rh+3].C([O-])(=O)C.C([O-])(=O)C. The product is [C:35]([C:30]1[CH:31]=[CH:32][CH:33]=[CH:34][C:29]=1[C:4]1[CH:5]=[CH:6][C:7]([CH2:8][C:9]2[C:10](=[O:28])[N:11]([C@H:21]3[CH2:26][CH2:25][C@H:24]([O:27][CH2:39][C:40]([O:42][CH2:43][CH3:44])=[O:41])[CH2:23][CH2:22]3)[C:12]3[N:13]([N:18]=[CH:19][CH:20]=3)[C:14]=2[CH2:15][CH2:16][CH3:17])=[C:2]([F:1])[CH:3]=1)#[N:36]. The yield is 0.530.